From a dataset of Reaction yield outcomes from USPTO patents with 853,638 reactions. Predict the reaction yield, written as a fraction of the theoretical maximum amount of product (1.0 means a 100% yield; for example, 0.34 means a 34% yield). (1) The product is [CH:16]([C:15]1[C:14]([O:21][CH3:22])=[C:13]([CH:20]=[CH:19][CH:18]=1)[O:12][C:2]1[CH:9]=[C:8]([O:10][CH3:11])[CH:7]=[CH:6][C:3]=1[C:4]#[N:5])=[O:17]. The yield is 0.730. The catalyst is CN(C=O)C. The reactants are F[C:2]1[CH:9]=[C:8]([O:10][CH3:11])[CH:7]=[CH:6][C:3]=1[C:4]#[N:5].[OH:12][C:13]1[C:14]([O:21][CH3:22])=[C:15]([CH:18]=[CH:19][CH:20]=1)[CH:16]=[O:17].C(=O)([O-])[O-].[Cs+].[Cs+].[OH-].[Na+]. (2) The reactants are [C:1]1([N:7]2[C:11]([NH:12][C:13](=[O:21])OC3C=CC=CC=3)=[CH:10][C:9]([C:22]([F:25])([F:24])[F:23])=[N:8]2)[CH:6]=[CH:5][CH:4]=[CH:3][CH:2]=1.[CH3:26][O:27][C:28]1[CH:29]=[C:30]2[C:35](=[CH:36][C:37]=1[O:38][CH2:39][CH2:40][O:41][CH3:42])[N:34]=[CH:33][N:32]=[C:31]2[O:43][C:44]1[CH:45]=[C:46]([CH:48]=[CH:49][CH:50]=1)[NH2:47].C(N(CC)C(C)C)(C)C. The catalyst is C1COCC1. The product is [CH3:26][O:27][C:28]1[CH:29]=[C:30]2[C:35](=[CH:36][C:37]=1[O:38][CH2:39][CH2:40][O:41][CH3:42])[N:34]=[CH:33][N:32]=[C:31]2[O:43][C:44]1[CH:45]=[C:46]([NH:47][C:13]([NH:12][C:11]2[N:7]([C:1]3[CH:2]=[CH:3][CH:4]=[CH:5][CH:6]=3)[N:8]=[C:9]([C:22]([F:23])([F:24])[F:25])[CH:10]=2)=[O:21])[CH:48]=[CH:49][CH:50]=1. The yield is 0.480.